Dataset: Full USPTO retrosynthesis dataset with 1.9M reactions from patents (1976-2016). Task: Predict the reactants needed to synthesize the given product. Given the product [F:7][C:8]1[CH:9]=[CH:10][C:11]([C:14]2[NH:18][N:17]=[CH:16][C:15]=2[C:19]([N:27]2[CH:23]([CH3:22])[CH2:24][C:25]([C:29]3[CH:34]=[CH:33][CH:32]=[CH:31][CH:30]=3)([OH:28])[CH2:26]2)=[O:21])=[CH:12][CH:13]=1, predict the reactants needed to synthesize it. The reactants are: N1C=CC=CC=1.[F:7][C:8]1[CH:13]=[CH:12][C:11]([C:14]2[NH:18][N:17]=[CH:16][C:15]=2[C:19]([OH:21])=O)=[CH:10][CH:9]=1.[CH3:22][CH:23]1[NH:27][CH2:26][C:25]([C:29]2[CH:34]=[CH:33][CH:32]=[CH:31][CH:30]=2)([OH:28])[CH2:24]1.CN(C(ON1N=NC2C=CC=CC1=2)=[N+](C)C)C.[B-](F)(F)(F)F.